This data is from NCI-60 drug combinations with 297,098 pairs across 59 cell lines. The task is: Regression. Given two drug SMILES strings and cell line genomic features, predict the synergy score measuring deviation from expected non-interaction effect. (1) Drug 1: C1=NC(=NC(=O)N1C2C(C(C(O2)CO)O)O)N. Drug 2: COC1=C2C(=CC3=C1OC=C3)C=CC(=O)O2. Cell line: IGROV1. Synergy scores: CSS=24.6, Synergy_ZIP=-6.87, Synergy_Bliss=0.978, Synergy_Loewe=-9.83, Synergy_HSA=0.610. (2) Drug 1: COC1=CC(=CC(=C1O)OC)C2C3C(COC3=O)C(C4=CC5=C(C=C24)OCO5)OC6C(C(C7C(O6)COC(O7)C8=CC=CS8)O)O. Drug 2: C1CN(CCN1C(=O)CCBr)C(=O)CCBr. Cell line: HT29. Synergy scores: CSS=34.1, Synergy_ZIP=2.23, Synergy_Bliss=3.13, Synergy_Loewe=2.29, Synergy_HSA=5.62. (3) Drug 1: C1=C(C(=O)NC(=O)N1)N(CCCl)CCCl. Drug 2: CN(C(=O)NC(C=O)C(C(C(CO)O)O)O)N=O. Cell line: LOX IMVI. Synergy scores: CSS=40.9, Synergy_ZIP=-4.86, Synergy_Bliss=-1.56, Synergy_Loewe=-2.55, Synergy_HSA=1.74. (4) Drug 1: CC(C)(C#N)C1=CC(=CC(=C1)CN2C=NC=N2)C(C)(C)C#N. Drug 2: CC1C(C(CC(O1)OC2CC(CC3=C2C(=C4C(=C3O)C(=O)C5=CC=CC=C5C4=O)O)(C(=O)C)O)N)O. Cell line: K-562. Synergy scores: CSS=22.2, Synergy_ZIP=-1.04, Synergy_Bliss=-3.54, Synergy_Loewe=-8.00, Synergy_HSA=-3.87. (5) Drug 1: C1CCC(CC1)NC(=O)N(CCCl)N=O. Drug 2: CN(CC1=CN=C2C(=N1)C(=NC(=N2)N)N)C3=CC=C(C=C3)C(=O)NC(CCC(=O)O)C(=O)O. Cell line: SK-MEL-5. Synergy scores: CSS=33.9, Synergy_ZIP=-8.66, Synergy_Bliss=2.28, Synergy_Loewe=-22.0, Synergy_HSA=-0.866. (6) Drug 1: C1C(C(OC1N2C=NC3=C(N=C(N=C32)Cl)N)CO)O. Drug 2: C1=CN(C=N1)CC(O)(P(=O)(O)O)P(=O)(O)O. Cell line: OVCAR-5. Synergy scores: CSS=30.2, Synergy_ZIP=-3.65, Synergy_Bliss=-0.736, Synergy_Loewe=-12.5, Synergy_HSA=0.143. (7) Cell line: RXF 393. Drug 1: C1CNP(=O)(OC1)N(CCCl)CCCl. Drug 2: B(C(CC(C)C)NC(=O)C(CC1=CC=CC=C1)NC(=O)C2=NC=CN=C2)(O)O. Synergy scores: CSS=40.4, Synergy_ZIP=2.40, Synergy_Bliss=-1.46, Synergy_Loewe=-72.5, Synergy_HSA=-7.21.